Dataset: Full USPTO retrosynthesis dataset with 1.9M reactions from patents (1976-2016). Task: Predict the reactants needed to synthesize the given product. Given the product [CH:8]([NH:1][C@H:2]([CH3:7])[CH2:3][C:4]([OH:6])=[O:5])=[O:10], predict the reactants needed to synthesize it. The reactants are: [NH2:1][C@H:2]([CH3:7])[CH2:3][C:4]([OH:6])=[O:5].[C:8](OC(=O)C)(=[O:10])C.